From a dataset of Reaction yield outcomes from USPTO patents with 853,638 reactions. Predict the reaction yield, written as a fraction of the theoretical maximum amount of product (1.0 means a 100% yield; for example, 0.34 means a 34% yield). (1) The reactants are [N:1]#[N:2].Br[C:4]1[C:5]([C:11]#[N:12])=[N:6][CH:7]=[CH:8][C:9]=1[CH3:10].[C:13]([O-])([O-])=O.[Cs+].[Cs+].O.C[N:21]([CH:23]=O)C. The catalyst is [Cu]I.N1NN=CC=1.CN[C@@H]1CCCC[C@H]1NC. The product is [CH3:10][C:9]1[CH:8]=[CH:7][N:6]=[C:5]([C:11]#[N:12])[C:4]=1[N:1]1[N:21]=[CH:23][CH:13]=[N:2]1. The yield is 0.270. (2) The catalyst is C(#N)C.C(OCC)(=O)C. The yield is 0.520. The product is [CH:19]1([CH2:24][C:25]([NH:18][C:3]2[C:4]([C:14]([F:17])([F:16])[F:15])=[CH:5][C:6]([N:8]3[CH2:13][CH2:12][O:11][CH2:10][CH2:9]3)=[CH:7][C:2]=2[CH3:1])=[O:26])[CH2:23][CH2:22][CH2:21][CH2:20]1. The reactants are [CH3:1][C:2]1[CH:7]=[C:6]([N:8]2[CH2:13][CH2:12][O:11][CH2:10][CH2:9]2)[CH:5]=[C:4]([C:14]([F:17])([F:16])[F:15])[C:3]=1[NH2:18].[CH:19]1([CH2:24][C:25](Cl)=[O:26])[CH2:23][CH2:22][CH2:21][CH2:20]1. (3) The reactants are [CH3:1][O:2][C:3](=[O:48])[CH2:4][CH2:5][C:6]1[C:11]([O:12][CH2:13][CH2:14][CH2:15][C:16]([O:18]C(C)(C)C)=[O:17])=[CH:10][CH:9]=[CH:8][C:7]=1[CH2:23][CH2:24][CH2:25][CH2:26][CH2:27][CH2:28][O:29][C:30]1[CH:35]=[C:34]([C:36]2[CH:41]=[CH:40][CH:39]=[CH:38][CH:37]=2)[CH:33]=[C:32]([C:42]2[CH:47]=[CH:46][CH:45]=[CH:44][CH:43]=2)[N:31]=1.C1(OC)C=CC=CC=1.C(#N)C. The catalyst is C(O)(C(F)(F)F)=O. The product is [CH3:1][O:2][C:3](=[O:48])[CH2:4][CH2:5][C:6]1[C:11]([O:12][CH2:13][CH2:14][CH2:15][C:16]([OH:18])=[O:17])=[CH:10][CH:9]=[CH:8][C:7]=1[CH2:23][CH2:24][CH2:25][CH2:26][CH2:27][CH2:28][O:29][C:30]1[CH:35]=[C:34]([C:36]2[CH:37]=[CH:38][CH:39]=[CH:40][CH:41]=2)[CH:33]=[C:32]([C:42]2[CH:43]=[CH:44][CH:45]=[CH:46][CH:47]=2)[N:31]=1. The yield is 0.948. (4) The yield is 0.610. The product is [Cl:1][C:2]1[N:3]=[CH:4][C:5]2[NH:23][C:10](=[O:11])[C@@H:9]([CH2:14][CH3:15])[N:8]([C@@H:16]3[CH2:20][CH2:19][C:18]([F:22])([F:21])[CH2:17]3)[C:6]=2[N:7]=1. The catalyst is C(O)(=O)C.[Fe]. The reactants are [Cl:1][C:2]1[N:7]=[C:6]([N:8]([C@@H:16]2[CH2:20][CH2:19][C:18]([F:22])([F:21])[CH2:17]2)[C@H:9]([CH2:14][CH3:15])[C:10](OC)=[O:11])[C:5]([N+:23]([O-])=O)=[CH:4][N:3]=1. (5) The reactants are [CH2:1]1[O:13][C:12]2[CH:11]=[C:10]3[C:5]([C:6]([NH:14][CH:15]([CH3:20])[CH2:16][N:17]([CH3:19])[CH3:18])=[CH:7][CH:8]=[N:9]3)=[CH:4][C:3]=2[O:2]1.C(Cl)(=O)[C:22](Cl)=[O:23].[I:27][C:28]1[CH:36]=[CH:35][C:34]([O:37][CH3:38])=[C:33]([O:39][CH3:40])[C:29]=1C(O)=O.[K+].[Br-]. No catalyst specified. The product is [CH2:1]1[O:13][C:12]2[CH:11]=[C:10]3[C:5]([C:6]([N:14]([CH:15]([CH3:20])[CH2:16][N:17]([CH3:19])[CH3:18])[C:22](=[O:23])[C:36]4[CH:35]=[C:34]([O:37][CH3:38])[C:33]([O:39][CH3:40])=[CH:29][C:28]=4[I:27])=[CH:7][CH:8]=[N:9]3)=[CH:4][C:3]=2[O:2]1. The yield is 0.604.